The task is: Predict the reaction yield, written as a fraction of the theoretical maximum amount of product (1.0 means a 100% yield; for example, 0.34 means a 34% yield).. This data is from Reaction yield outcomes from USPTO patents with 853,638 reactions. (1) The reactants are C(NC(C)C)(C)C.C([Li])CCC.[CH2:13]([O:20][C:21]1[CH2:26][CH2:25][CH2:24][C:23](=[O:27])[CH:22]=1)[C:14]1[CH:19]=[CH:18][CH:17]=[CH:16][CH:15]=1.[CH2:28]1[O:38][C:31]2([CH2:36][CH2:35][C:34](=[O:37])[CH2:33][CH2:32]2)[O:30][CH2:29]1.[Cl-].[NH4+]. The catalyst is O1CCCC1.ClCCl. The product is [CH2:13]([O:20][C:21]1[CH2:26][CH2:25][CH:24]([C:34]2([OH:37])[CH2:35][CH2:36][C:31]3([O:38][CH2:28][CH2:29][O:30]3)[CH2:32][CH2:33]2)[C:23](=[O:27])[CH:22]=1)[C:14]1[CH:19]=[CH:18][CH:17]=[CH:16][CH:15]=1. The yield is 0.880. (2) The reactants are [Al+3].[Cl-].[Cl-].[Cl-].[N+:5]([C:8]1[CH:16]=[CH:15][C:11]([C:12](Cl)=[O:13])=[CH:10][CH:9]=1)([O-:7])=[O:6].[NH:17]1[C:25]2[C:20](=[CH:21][CH:22]=[CH:23][CH:24]=2)[CH2:19][C:18]1=[O:26].Cl. The catalyst is O.CN(C=O)C. The product is [N+:5]([C:8]1[CH:16]=[CH:15][C:11]([C:12]([C:22]2[CH:21]=[C:20]3[C:25](=[CH:24][CH:23]=2)[NH:17][C:18](=[O:26])[CH2:19]3)=[O:13])=[CH:10][CH:9]=1)([O-:7])=[O:6]. The yield is 0.950. (3) The reactants are [CH2:1]([N:4]([CH2:16][C:17]([O:19]CC)=[O:18])[NH:5][C:6](=[O:15])[NH:7][CH2:8][C:9]1[CH:14]=[CH:13][CH:12]=[CH:11][CH:10]=1)[CH:2]=[CH2:3].O.[OH-].[Li+]. The catalyst is O1CCCC1.CO.O.O. The product is [CH2:1]([N:4]([CH2:16][C:17]([OH:19])=[O:18])[NH:5][C:6](=[O:15])[NH:7][CH2:8][C:9]1[CH:14]=[CH:13][CH:12]=[CH:11][CH:10]=1)[CH:2]=[CH2:3]. The yield is 0.830.